From a dataset of KCNQ2 potassium channel screen with 302,405 compounds. Binary Classification. Given a drug SMILES string, predict its activity (active/inactive) in a high-throughput screening assay against a specified biological target. (1) The molecule is S(=O)(=O)(N1CCC(CC1)C(=O)NCC1OCCC1)c1cc(c(OCC)cc1)C. The result is 0 (inactive). (2) The drug is S(c1[nH]c(c(CC)c(=O)n1)C)CC(=O)Nc1scc(n1)c1ccc(OC)cc1. The result is 0 (inactive).